Dataset: Reaction yield outcomes from USPTO patents with 853,638 reactions. Task: Predict the reaction yield, written as a fraction of the theoretical maximum amount of product (1.0 means a 100% yield; for example, 0.34 means a 34% yield). (1) The reactants are [C:1]([O:5][C:6](=[O:23])[N:7]([CH2:11][CH2:12][C:13]1[CH:18]=[CH:17][CH:16]=[C:15]([N+:19]([O-])=O)[C:14]=1[CH3:22])[CH2:8][CH2:9][CH3:10])([CH3:4])([CH3:3])[CH3:2].[NH4+].[Cl-].CCO. The catalyst is O.[Fe]. The product is [C:1]([O:5][C:6](=[O:23])[N:7]([CH2:11][CH2:12][C:13]1[CH:18]=[CH:17][CH:16]=[C:15]([NH2:19])[C:14]=1[CH3:22])[CH2:8][CH2:9][CH3:10])([CH3:2])([CH3:3])[CH3:4]. The yield is 0.870. (2) The reactants are [F:1][C:2]1[C:7]([S:8][CH3:9])=[CH:6][CH:5]=[C:4]([F:10])[C:3]=1B1OC(C)(C)C(C)(C)O1.Br[C:21]1[N:26]=[C:25]([C:27]([NH:29][C:30]2[CH:31]=[N:32][CH:33]=[CH:34][C:35]=2[C@@H:36]2[O:41][C@H:40]([CH3:42])[C@:39]([OH:44])([CH3:43])[C@H:38]([NH:45][C:46](=[O:52])[O:47][C:48]([CH3:51])([CH3:50])[CH3:49])[CH2:37]2)=[O:28])[CH:24]=[CH:23][C:22]=1[F:53]. No catalyst specified. The product is [F:1][C:2]1[C:7]([S:8][CH3:9])=[CH:6][CH:5]=[C:4]([F:10])[C:3]=1[C:21]1[N:26]=[C:25]([C:27]([NH:29][C:30]2[CH:31]=[N:32][CH:33]=[CH:34][C:35]=2[C@@H:36]2[O:41][C@H:40]([CH3:42])[C@:39]([OH:44])([CH3:43])[C@H:38]([NH:45][C:46](=[O:52])[O:47][C:48]([CH3:51])([CH3:50])[CH3:49])[CH2:37]2)=[O:28])[CH:24]=[CH:23][C:22]=1[F:53]. The yield is 0.800. (3) The reactants are [CH3:1][C:2]1[CH:3]=[C:4]([C:9](=[O:25])[CH2:10][C:11]2[CH:16]=[CH:15][N:14]=[C:13]([NH:17]C(OC(C)(C)C)=O)[CH:12]=2)[CH:5]=[C:6]([CH3:8])[CH:7]=1.[OH-].[Na+]. The catalyst is Cl. The product is [NH2:17][C:13]1[CH:12]=[C:11]([CH2:10][C:9]([C:4]2[CH:3]=[C:2]([CH3:1])[CH:7]=[C:6]([CH3:8])[CH:5]=2)=[O:25])[CH:16]=[CH:15][N:14]=1. The yield is 0.770. (4) The reactants are F[B-](F)(F)F.C[O+](C)C.[F:10][C:11]([F:48])([F:47])[C:12]1[CH:13]=[C:14]([C@H:22]([N:24]([CH3:46])[C:25]([N:27]2[CH2:37][CH2:36][C@:30]3([NH:34][C:33](=O)[CH2:32][CH2:31]3)[CH2:29][C@@H:28]2[C:38]2[CH:43]=[CH:42][C:41]([F:44])=[CH:40][C:39]=2[CH3:45])=[O:26])[CH3:23])[CH:15]=[C:16]([C:18]([F:21])([F:20])[F:19])[CH:17]=1.C([BH3-])#N.[Na+].Cl.C([O-])(O)=O.[Na+]. The catalyst is ClCCl.CO. The product is [F:48][C:11]([F:10])([F:47])[C:12]1[CH:13]=[C:14]([C@H:22]([N:24]([CH3:46])[C:25]([N:27]2[CH2:37][CH2:36][C@:30]3([NH:34][CH2:33][CH2:32][CH2:31]3)[CH2:29][C@@H:28]2[C:38]2[CH:43]=[CH:42][C:41]([F:44])=[CH:40][C:39]=2[CH3:45])=[O:26])[CH3:23])[CH:15]=[C:16]([C:18]([F:21])([F:19])[F:20])[CH:17]=1. The yield is 0.780. (5) The reactants are [Cl:1][C:2]1[C:7]([CH:8]([CH3:11])[CH2:9][OH:10])=[C:6]([Cl:12])[N:5]=[CH:4][N:3]=1.[CH3:13][S:14](Cl)(=[O:16])=[O:15]. The catalyst is C(Cl)Cl.CN(C1C=CN=CC=1)C. The product is [Cl:12][C:6]1[C:7]([CH:8]([CH3:11])[CH2:9][O:10][S:14]([CH3:13])(=[O:16])=[O:15])=[C:2]([Cl:1])[N:3]=[CH:4][N:5]=1. The yield is 0.980. (6) The reactants are O=C(N1CC=C(C2C=CC=C(NC(=O)C3C=CC=C(C(F)(F)F)C=3)C=2)N2N=CC=C12)CNC(=O)OC(C)(C)C.[O:40]=[C:41]([N:52]1[CH2:57][CH:56]=[C:55]([C:58]2[CH:63]=[CH:62][CH:61]=[C:60]([NH:64][C:65](=[O:76])[C:66]3[CH:71]=[CH:70][CH:69]=[C:68]([C:72]([F:75])([F:74])[F:73])[CH:67]=3)[CH:59]=2)[N:54]2[N:77]=[CH:78][CH:79]=[C:53]12)[CH2:42][CH2:43][NH:44]C(=O)OC(C)(C)C.Cl. The catalyst is ClCCl.O1CCOCC1. The product is [NH2:44][CH2:43][CH2:42][C:41]([N:52]1[CH2:57][CH:56]=[C:55]([C:58]2[CH:59]=[C:60]([NH:64][C:65](=[O:76])[C:66]3[CH:71]=[CH:70][CH:69]=[C:68]([C:72]([F:74])([F:73])[F:75])[CH:67]=3)[CH:61]=[CH:62][CH:63]=2)[N:54]2[N:77]=[CH:78][CH:79]=[C:53]12)=[O:40]. The yield is 0.990. (7) The reactants are [C:1]([O:5][C:6]([N:8]1[CH2:13][CH2:12][C:11]([CH2:22][NH2:23])([NH:14][C:15]([O:17][C:18]([CH3:21])([CH3:20])[CH3:19])=[O:16])[CH2:10][CH2:9]1)=[O:7])([CH3:4])([CH3:3])[CH3:2].C(N(CC)CC)C.[Cl:31][C:32]1[CH:40]=[CH:39][C:35]([C:36](Cl)=[O:37])=[CH:34][CH:33]=1.[OH-].[Na+]. The catalyst is ClCCl.O. The product is [C:1]([O:5][C:6]([N:8]1[CH2:13][CH2:12][C:11]([NH:14][C:15]([O:17][C:18]([CH3:21])([CH3:20])[CH3:19])=[O:16])([CH2:22][NH:23][C:36](=[O:37])[C:35]2[CH:39]=[CH:40][C:32]([Cl:31])=[CH:33][CH:34]=2)[CH2:10][CH2:9]1)=[O:7])([CH3:4])([CH3:3])[CH3:2]. The yield is 0.350. (8) The reactants are [F:1][C:2]([F:75])([F:74])[S:3]([O:6][C:7]([C@H:9]([CH3:73])[CH2:10][C@@H:11]1[O:16][C@@:15]2([CH2:71][I:72])[CH2:17][C@H:18]([CH2:20][CH2:21][CH:22]([OH:70])/[CH:23]=[CH:24]/[C@@H:25]([C@@H:34]3[O:39][C@H:38]4[CH2:40][CH2:41][C@H:42]([CH2:44][CH2:45][O:46][Si:47]([CH2:52][CH3:53])([CH2:50][CH3:51])[CH2:48][CH3:49])[O:43][C@@H:37]4[C@H:36]([O:54][Si:55]([C:58]([CH3:61])([CH3:60])[CH3:59])([CH3:57])[CH3:56])[C@@H:35]3[O:62][Si:63]([C:66]([CH3:69])([CH3:68])[CH3:67])([CH3:65])[CH3:64])[O:26][Si:27]([C:30]([CH3:33])([CH3:32])[CH3:31])([CH3:29])[CH3:28])[O:19][C@H:14]2[CH2:13][CH2:12]1)=[CH2:8])(=[O:5])=[O:4].[C:76](Cl)(=[O:83])[C:77]1[CH:82]=[CH:81][CH:80]=[CH:79][CH:78]=1.C(N(CC)CC)C. The catalyst is C(Cl)Cl.CN(C1C=CN=CC=1)C. The product is [C:76]([O:70][CH:22](/[CH:23]=[CH:24]/[C@@H:25]([C@@H:34]1[O:39][C@H:38]2[CH2:40][CH2:41][C@H:42]([CH2:44][CH2:45][O:46][Si:47]([CH2:52][CH3:53])([CH2:48][CH3:49])[CH2:50][CH3:51])[O:43][C@@H:37]2[C@H:36]([O:54][Si:55]([C:58]([CH3:60])([CH3:61])[CH3:59])([CH3:56])[CH3:57])[C@@H:35]1[O:62][Si:63]([C:66]([CH3:69])([CH3:68])[CH3:67])([CH3:65])[CH3:64])[O:26][Si:27]([C:30]([CH3:31])([CH3:32])[CH3:33])([CH3:28])[CH3:29])[CH2:21][CH2:20][C@@H:18]1[O:19][C@@H:14]2[C@@:15]([CH2:71][I:72])([O:16][C@@H:11]([CH2:10][C@@H:9]([CH3:73])[C:7]([O:6][S:3]([C:2]([F:1])([F:74])[F:75])(=[O:4])=[O:5])=[CH2:8])[CH2:12][CH2:13]2)[CH2:17]1)(=[O:83])[C:77]1[CH:82]=[CH:81][CH:80]=[CH:79][CH:78]=1. The yield is 0.640. (9) The reactants are [Br:1][CH2:2][CH2:3][CH2:4][CH2:5]Br.[CH3:7][CH:8]([CH2:12][CH2:13][CH2:14][CH:15]([CH3:17])[CH3:16])[CH2:9][CH2:10][OH:11].[OH-].[Na+]. The catalyst is [Br-].C([N+](CCCC)(CCCC)CCCC)CCC.CCCCCC.O. The product is [CH3:7][CH:8]([CH2:12][CH2:13][CH2:14][CH:15]([CH3:17])[CH3:16])[CH2:9][CH2:10][O:11][CH2:5][CH2:4][CH2:3][CH2:2][Br:1]. The yield is 0.680. (10) The reactants are [OH:1][C:2]1[CH:9]=[CH:8][C:5]([C:6]#[N:7])=[C:4]([F:10])[CH:3]=1.C(=O)([O-])[O-].[K+].[K+].[CH2:17](Br)[C:18]1[CH:23]=[CH:22][CH:21]=[CH:20][CH:19]=1.O. The product is [CH2:17]([O:1][C:2]1[CH:9]=[CH:8][C:5]([C:6]#[N:7])=[C:4]([F:10])[CH:3]=1)[C:18]1[CH:23]=[CH:22][CH:21]=[CH:20][CH:19]=1. The yield is 0.920. The catalyst is CN(C)C=O.C(OCC)(=O)C.